This data is from NCI-60 drug combinations with 297,098 pairs across 59 cell lines. The task is: Regression. Given two drug SMILES strings and cell line genomic features, predict the synergy score measuring deviation from expected non-interaction effect. (1) Drug 1: CC1C(C(CC(O1)OC2CC(OC(C2O)C)OC3=CC4=CC5=C(C(=O)C(C(C5)C(C(=O)C(C(C)O)O)OC)OC6CC(C(C(O6)C)O)OC7CC(C(C(O7)C)O)OC8CC(C(C(O8)C)O)(C)O)C(=C4C(=C3C)O)O)O)O. Drug 2: C1CCC(C(C1)N)N.C(=O)(C(=O)[O-])[O-].[Pt+4]. Cell line: EKVX. Synergy scores: CSS=20.1, Synergy_ZIP=3.92, Synergy_Bliss=5.71, Synergy_Loewe=-4.47, Synergy_HSA=6.94. (2) Drug 1: C1=NC(=NC(=O)N1C2C(C(C(O2)CO)O)O)N. Synergy scores: CSS=-0.195, Synergy_ZIP=-4.31, Synergy_Bliss=-5.49, Synergy_Loewe=-13.7, Synergy_HSA=-8.45. Drug 2: CS(=O)(=O)CCNCC1=CC=C(O1)C2=CC3=C(C=C2)N=CN=C3NC4=CC(=C(C=C4)OCC5=CC(=CC=C5)F)Cl. Cell line: MALME-3M. (3) Drug 1: CCC1(CC2CC(C3=C(CCN(C2)C1)C4=CC=CC=C4N3)(C5=C(C=C6C(=C5)C78CCN9C7C(C=CC9)(C(C(C8N6C)(C(=O)OC)O)OC(=O)C)CC)OC)C(=O)OC)O. Drug 2: CC1=C(C(=CC=C1)Cl)NC(=O)C2=CN=C(S2)NC3=CC(=NC(=N3)C)N4CCN(CC4)CCO. Cell line: NCI-H460. Synergy scores: CSS=47.4, Synergy_ZIP=-1.02, Synergy_Bliss=-0.979, Synergy_Loewe=-29.3, Synergy_HSA=3.19. (4) Cell line: LOX IMVI. Drug 2: CN1C2=C(C=C(C=C2)N(CCCl)CCCl)N=C1CCCC(=O)O.Cl. Synergy scores: CSS=-2.98, Synergy_ZIP=0.334, Synergy_Bliss=-1.53, Synergy_Loewe=-0.701, Synergy_HSA=-3.38. Drug 1: CC1=C(C(CCC1)(C)C)C=CC(=CC=CC(=CC(=O)O)C)C. (5) Drug 1: CC1C(C(CC(O1)OC2CC(CC3=C2C(=C4C(=C3O)C(=O)C5=C(C4=O)C(=CC=C5)OC)O)(C(=O)CO)O)N)O.Cl. Drug 2: CS(=O)(=O)OCCCCOS(=O)(=O)C. Cell line: KM12. Synergy scores: CSS=4.44, Synergy_ZIP=2.50, Synergy_Bliss=9.94, Synergy_Loewe=0.526, Synergy_HSA=3.02. (6) Drug 2: C1C(C(OC1N2C=NC3=C2NC=NCC3O)CO)O. Cell line: SK-MEL-5. Synergy scores: CSS=-6.77, Synergy_ZIP=0.275, Synergy_Bliss=-4.82, Synergy_Loewe=-13.9, Synergy_HSA=-11.5. Drug 1: CC(C)NC(=O)C1=CC=C(C=C1)CNNC.Cl. (7) Drug 1: CCC1(CC2CC(C3=C(CCN(C2)C1)C4=CC=CC=C4N3)(C5=C(C=C6C(=C5)C78CCN9C7C(C=CC9)(C(C(C8N6C)(C(=O)OC)O)OC(=O)C)CC)OC)C(=O)OC)O.OS(=O)(=O)O. Drug 2: C(CCl)NC(=O)N(CCCl)N=O. Cell line: HCT116. Synergy scores: CSS=9.03, Synergy_ZIP=-3.56, Synergy_Bliss=-4.84, Synergy_Loewe=0.346, Synergy_HSA=-2.05.